This data is from hERG Central: cardiac toxicity at 1µM, 10µM, and general inhibition. The task is: Predict hERG channel inhibition at various concentrations. (1) The compound is O=C(CN1CCC(n2nnc3cc(F)ccc32)CC1)Nc1ccccc1N1CCOCC1. Results: hERG_inhib (hERG inhibition (general)): blocker. (2) The molecule is CC(C)CCn1c(=O)c2ccccc2n2c(CN(C)Cc3ccccc3)nnc12. Results: hERG_inhib (hERG inhibition (general)): blocker.